Dataset: Full USPTO retrosynthesis dataset with 1.9M reactions from patents (1976-2016). Task: Predict the reactants needed to synthesize the given product. Given the product [CH3:38][C:39]1[CH:40]=[C:41]([CH:51]=[C:52]([CH3:54])[CH:53]=1)[O:42][C:43]1[CH:44]=[CH:45][C:46]([CH2:47][NH:48][C:31](=[O:33])[C:30]2[CH:34]=[CH:35][CH:36]=[N:37][C:29]=2[NH2:28])=[CH:49][CH:50]=1, predict the reactants needed to synthesize it. The reactants are: CN([P+](ON1N=NC2C=CC=CC1=2)(N(C)C)N(C)C)C.F[P-](F)(F)(F)(F)F.[NH2:28][C:29]1[N:37]=[CH:36][CH:35]=[CH:34][C:30]=1[C:31]([OH:33])=O.[CH3:38][C:39]1[CH:40]=[C:41]([CH:51]=[C:52]([CH3:54])[CH:53]=1)[O:42][C:43]1[CH:50]=[CH:49][C:46]([CH2:47][NH2:48])=[CH:45][CH:44]=1.C(=O)(O)[O-].[Na+].